Dataset: Full USPTO retrosynthesis dataset with 1.9M reactions from patents (1976-2016). Task: Predict the reactants needed to synthesize the given product. (1) Given the product [F:20][C:21]1[CH:26]=[CH:25][C:24]([C:27]2[C:50]([C:51]([NH:53][CH3:54])=[O:52])=[C:30]3[CH:31]=[C:32]([C:2]4[CH:3]=[CH:4][C:5]5[N:6]=[CH:7][N:8]6[C:16]7[CH:15]=[CH:14][CH:13]=[C:12]([F:17])[C:11]=7[CH:10]=[C:9]6[C:18]=5[N:19]=4)[C:33]([N:35]([CH3:40])[S:36]([CH3:39])(=[O:38])=[O:37])=[CH:34][N:29]3[N:28]=2)=[CH:23][CH:22]=1, predict the reactants needed to synthesize it. The reactants are: Cl[C:2]1[CH:3]=[CH:4][C:5]2[N:6]=[CH:7][N:8]3[C:16]4[CH:15]=[CH:14][CH:13]=[C:12]([F:17])[C:11]=4[CH:10]=[C:9]3[C:18]=2[N:19]=1.[F:20][C:21]1[CH:26]=[CH:25][C:24]([C:27]2[C:50]([C:51]([NH:53][CH3:54])=[O:52])=[C:30]3[CH:31]=[C:32](B4OC(C)(C)C(C)(C)O4)[C:33]([N:35]([CH3:40])[S:36]([CH3:39])(=[O:38])=[O:37])=[CH:34][N:29]3[N:28]=2)=[CH:23][CH:22]=1.C([O-])([O-])=O.[Na+].[Na+].CC(C1C=C(C(C)C)C(C2C=CC=CC=2P(C2CCCCC2)C2CCCCC2)=C(C(C)C)C=1)C. (2) Given the product [Br:1][C:2]1[CH:10]=[C:9]2[C:5]([CH2:6][C:7]([CH3:20])([CH3:19])[C:8]32[CH:16]=[C:15]([F:17])[C:14](=[O:18])[NH:13]3)=[CH:4][CH:3]=1, predict the reactants needed to synthesize it. The reactants are: [Br:1][C:2]1[CH:10]=[C:9]2[C:5]([CH2:6][C:7]([CH3:20])([CH3:19])[C:8]2([NH:13][C:14](=[O:18])[C:15]([F:17])=[CH2:16])C=C)=[CH:4][CH:3]=1.